This data is from Catalyst prediction with 721,799 reactions and 888 catalyst types from USPTO. The task is: Predict which catalyst facilitates the given reaction. (1) Reactant: C1C=CC2N(O)N=NC=2C=1.CCN=C=NCCCN(C)C.Cl.[CH3:23][C:24]1[N:25]=[CH:26][NH:27][C:28]=1[C:29]([OH:31])=O.[OH:32][CH2:33][CH2:34][NH:35][CH:36]1[CH2:41][CH2:40][N:39]([C:42]([O:44][C:45]([CH3:48])([CH3:47])[CH3:46])=[O:43])[CH2:38][CH2:37]1.C[Si](C)(C)NC(=O)C. Product: [OH:32][CH2:33][CH2:34][N:35]([C:29]([C:28]1[NH:27][CH:26]=[N:25][C:24]=1[CH3:23])=[O:31])[CH:36]1[CH2:41][CH2:40][N:39]([C:42]([O:44][C:45]([CH3:48])([CH3:47])[CH3:46])=[O:43])[CH2:38][CH2:37]1. The catalyst class is: 556. (2) Reactant: [CH3:1][N:2]([S:22]([C:25]1[S:26][CH:27]=[CH:28][CH:29]=1)(=[O:24])=[O:23])[C:3]1[CH:4]=[CH:5][CH:6]=[C:7]2[C:11]=1[NH:10][C:9]([C:12]1[S:16][C:15]([C:17](OCC)=[O:18])=[N:14][N:13]=1)=[CH:8]2.O1CCCC1.[BH4-].[Na+]. Product: [OH:18][CH2:17][C:15]1[S:16][C:12]([C:9]2[NH:10][C:11]3[C:7]([CH:8]=2)=[CH:6][CH:5]=[CH:4][C:3]=3[N:2]([CH3:1])[S:22]([C:25]2[S:26][CH:27]=[CH:28][CH:29]=2)(=[O:24])=[O:23])=[N:13][N:14]=1. The catalyst class is: 5. (3) Reactant: [NH2:1][C:2]1[C:10]2[C:5](=[C:6]([C:24]3[CH:29]=[CH:28][N:27]=[C:26]([CH2:30][C:31]#[N:32])[CH:25]=3)[N:7]=[CH:8][C:9]=2[C:11]2[CH:16]=[CH:15][C:14]([O:17][C:18]3[CH:23]=[CH:22][CH:21]=[CH:20][CH:19]=3)=[CH:13][CH:12]=2)[NH:4][N:3]=1.N1[CH2:38][CH2:37][CH2:36][CH2:35]C1.CC(O)=O. Product: [NH2:1][C:2]1[C:10]2[C:5](=[C:6]([C:24]3[CH:29]=[CH:28][N:27]=[C:26]([C:30](=[CH:35][CH:36]4[CH2:38][CH2:37]4)[C:31]#[N:32])[CH:25]=3)[N:7]=[CH:8][C:9]=2[C:11]2[CH:12]=[CH:13][C:14]([O:17][C:18]3[CH:19]=[CH:20][CH:21]=[CH:22][CH:23]=3)=[CH:15][CH:16]=2)[NH:4][N:3]=1. The catalyst class is: 8. (4) Reactant: [B:1]([C:4]1[CH:5]=[C:6]([CH:10]=[CH:11][C:12]=1[O:13][CH3:14])[C:7](O)=[O:8])([OH:3])[OH:2].CN.[CH3:17][N:18](C(ON1N=NC2C=CC=NC1=2)=[N+](C)C)C.F[P-](F)(F)(F)(F)F.CN1CCOCC1. Product: [CH3:14][O:13][C:12]1[CH:11]=[CH:10][C:6]([C:7](=[O:8])[NH:18][CH3:17])=[CH:5][C:4]=1[B:1]([OH:3])[OH:2]. The catalyst class is: 3. (5) Reactant: [Cl:1][C:2]1[CH:3]=[C:4]([N:11]([S:15]([C:18]2[CH:23]=[CH:22][C:21]([Cl:24])=[C:20]([C:25]([F:28])([F:27])[F:26])[CH:19]=2)(=[O:17])=[O:16])[CH2:12][O:13][CH3:14])[C:5]([C:8](O)=[O:9])=[N:6][CH:7]=1.C(Cl)(=O)C(Cl)=O.C([N:37](CC)CC)C.[CH:42]([NH:45][C:46]1[CH:51]=[CH:50][CH:49]=[CH:48][N:47]=1)([CH3:44])[CH3:43]. Product: [CH:42]([NH:45][C:46]1[C:51]([NH:37][C:8]([C:5]2[C:4]([N:11]([S:15]([C:18]3[CH:23]=[CH:22][C:21]([Cl:24])=[C:20]([C:25]([F:27])([F:26])[F:28])[CH:19]=3)(=[O:17])=[O:16])[CH2:12][O:13][CH3:14])=[CH:3][C:2]([Cl:1])=[CH:7][N:6]=2)=[O:9])=[CH:50][CH:49]=[CH:48][N:47]=1)([CH3:44])[CH3:43]. The catalyst class is: 2.